From a dataset of NCI-60 drug combinations with 297,098 pairs across 59 cell lines. Regression. Given two drug SMILES strings and cell line genomic features, predict the synergy score measuring deviation from expected non-interaction effect. Drug 1: C1C(C(OC1N2C=NC3=C(N=C(N=C32)Cl)N)CO)O. Drug 2: C1=NC(=NC(=O)N1C2C(C(C(O2)CO)O)O)N. Cell line: CCRF-CEM. Synergy scores: CSS=60.9, Synergy_ZIP=-1.67, Synergy_Bliss=-3.60, Synergy_Loewe=-4.49, Synergy_HSA=-2.05.